The task is: Predict which catalyst facilitates the given reaction.. This data is from Catalyst prediction with 721,799 reactions and 888 catalyst types from USPTO. (1) Reactant: [N+](C1C=CC([O:10][C:11](=O)[NH:12][CH:13]([CH3:35])[C:14]#[C:15][C:16]2[S:20][C:19]([O:21][C:22]3[CH:27]=[CH:26][C:25]([O:28][C:29]4[CH:34]=[CH:33][CH:32]=[CH:31][CH:30]=4)=[CH:24][CH:23]=3)=[N:18][CH:17]=2)=CC=1)([O-])=O.Cl.[CH3:38][O:39][NH2:40].C(N(CC)CC)C. Product: [CH3:38][O:39][NH:40][C:11]([NH:12][CH:13]([CH3:35])[C:14]#[C:15][C:16]1[S:20][C:19]([O:21][C:22]2[CH:23]=[CH:24][C:25]([O:28][C:29]3[CH:30]=[CH:31][CH:32]=[CH:33][CH:34]=3)=[CH:26][CH:27]=2)=[N:18][CH:17]=1)=[O:10]. The catalyst class is: 10. (2) Reactant: [CH3:1][C:2]([CH3:31])([CH3:30])[CH2:3][C@@H:4]([C:6]([NH:8][C@@H:9]1[C@@H:16]2[C@@H:12]([CH2:13][N:14]([S:17]([C:20]3[CH:25]=[CH:24][C:23]([C:26]([F:29])([F:28])[F:27])=[CH:22][CH:21]=3)(=[O:19])=[O:18])[CH2:15]2)[CH2:11][CH2:10]1)=[O:7])[NH2:5].F[C:33](F)(F)[C:34]1C=C(S(N2C[C@H]3[C@H](N)CC[C@H]3C2)(=O)=O)C=C[CH:39]=1.C(=O)C(C)(C)C. Product: [CH:34]([NH:5][C@H:4]([C:6]([NH:8][C@@H:9]1[C@@H:16]2[C@@H:12]([CH2:13][N:14]([S:17]([C:20]3[CH:21]=[CH:22][C:23]([C:26]([F:27])([F:29])[F:28])=[CH:24][CH:25]=3)(=[O:19])=[O:18])[CH2:15]2)[CH2:11][CH2:10]1)=[O:7])[CH2:3][C:2]([CH3:31])([CH3:30])[CH3:1])([CH3:39])[CH3:33]. The catalyst class is: 21. (3) Reactant: [Br:1][C:2]1[CH:7]=[CH:6][C:5]([OH:8])=[CH:4][C:3]=1[CH3:9].[OH-].[K+].Br[CH2:13][CH2:14][CH2:15][O:16][CH:17]1[CH2:22][CH2:21][CH2:20][CH2:19][O:18]1.O. Product: [Br:1][C:2]1[CH:7]=[CH:6][C:5]([O:8][CH2:13][CH2:14][CH2:15][O:16][CH:17]2[CH2:22][CH2:21][CH2:20][CH2:19][O:18]2)=[CH:4][C:3]=1[CH3:9]. The catalyst class is: 633. (4) Reactant: [CH2:1]([O:8][C:9]1[CH:10]=[C:11]2[C:16](=[CH:17][C:18]=1[O:19][CH3:20])[CH:15](/[CH:21]=[CH:22]/[C:23]1[CH:28]=[C:27]([O:29][CH2:30][C:31]3[CH:36]=[CH:35][CH:34]=[CH:33][CH:32]=3)[C:26]([O:37][CH3:38])=[CH:25][C:24]=1[CH3:39])[NH:14][CH2:13][CH2:12]2)[C:2]1[CH:7]=[CH:6][CH:5]=[CH:4][CH:3]=1.[C:40](O)(=[O:47])[C:41]1[CH:46]=[CH:45][CH:44]=[N:43][CH:42]=1.CCN(C(C)C)C(C)C.CN(C(ON1N=NC2C=CC=NC1=2)=[N+](C)C)C.F[P-](F)(F)(F)(F)F. Product: [CH2:1]([O:8][C:9]1[CH:10]=[C:11]2[C:16](=[CH:17][C:18]=1[O:19][CH3:20])[CH:15](/[CH:21]=[CH:22]/[C:23]1[CH:28]=[C:27]([O:29][CH2:30][C:31]3[CH:32]=[CH:33][CH:34]=[CH:35][CH:36]=3)[C:26]([O:37][CH3:38])=[CH:25][C:24]=1[CH3:39])[N:14]([C:40]([C:41]1[CH:42]=[N:43][CH:44]=[CH:45][CH:46]=1)=[O:47])[CH2:13][CH2:12]2)[C:2]1[CH:7]=[CH:6][CH:5]=[CH:4][CH:3]=1. The catalyst class is: 329. (5) Reactant: [Cl:1][C:2]1[CH:7]=[CH:6][C:5]([N:8]2[C:16]([CH:17]([CH:29]3[CH2:34][CH2:33][CH2:32][CH2:31][CH2:30]3)[CH2:18][O:19][C:20]3[CH:27]=[CH:26][C:23]([C:24]#[N:25])=[CH:22][C:21]=3[F:28])=[C:15]3[C:10]([CH:11]=[C:12]([F:36])[C:13]([F:35])=[CH:14]3)=[N:9]2)=[CH:4][CH:3]=1.[N-:37]=[N+:38]=[N-:39].[Na+].Cl.C(N(CC)CC)C. Product: [Cl:1][C:2]1[CH:7]=[CH:6][C:5]([N:8]2[C:16]([CH:17]([CH:29]3[CH2:30][CH2:31][CH2:32][CH2:33][CH2:34]3)[CH2:18][O:19][C:20]3[CH:27]=[CH:26][C:23]([C:24]4[N:37]=[N:38][NH:39][N:25]=4)=[CH:22][C:21]=3[F:28])=[C:15]3[C:10]([CH:11]=[C:12]([F:36])[C:13]([F:35])=[CH:14]3)=[N:9]2)=[CH:4][CH:3]=1. The catalyst class is: 3. (6) Reactant: C(OC([N:8]1[CH2:13][CH2:12][C@H:11]([O:14][C:15]2[CH:20]=[CH:19][C:18]([C:21]3[N:26]=[C:25]([NH:27][C:28]4[CH:29]=[N:30][N:31]([C:33]([CH3:36])([CH3:35])[CH3:34])[CH:32]=4)[N:24]=[CH:23][N:22]=3)=[CH:17][C:16]=2[C:37]#[N:38])[C@H:10]([F:39])[CH2:9]1)=O)(C)(C)C.[C:33]([N:31]1[CH:32]=[C:28]([NH:27][C:25]2[N:24]=[CH:23][N:22]=[C:21]([C:18]3[CH:19]=[CH:20][C:15]([O:14][C@H:11]4[CH2:12][CH2:13][NH:8][CH2:9][C@H:10]4[F:39])=[C:16]([CH:17]=3)[C:37]#[N:38])[N:26]=2)[CH:29]=[N:30]1)([CH3:34])([CH3:35])[CH3:36].FC(F)(F)C(O)=O. Product: [C:33]([N:31]1[CH:32]=[C:28]([NH:27][C:25]2[N:24]=[CH:23][N:22]=[C:21]([C:18]3[CH:19]=[CH:20][C:15]([O:14][C@H:11]4[CH2:12][CH2:13][NH:8][CH2:9][C@H:10]4[F:39])=[C:16]([CH:17]=3)[C:37]#[N:38])[N:26]=2)[CH:29]=[N:30]1)([CH3:36])([CH3:34])[CH3:35]. The catalyst class is: 4.